This data is from Peptide-MHC class II binding affinity with 134,281 pairs from IEDB. The task is: Regression. Given a peptide amino acid sequence and an MHC pseudo amino acid sequence, predict their binding affinity value. This is MHC class II binding data. (1) The peptide sequence is MAGAGPAPMLAAAAG. The MHC is HLA-DPA10301-DPB10402 with pseudo-sequence HLA-DPA10301-DPB10402. The binding affinity (normalized) is 0.156. (2) The binding affinity (normalized) is 0.318. The MHC is DRB1_1501 with pseudo-sequence DRB1_1501. The peptide sequence is MEVGWYRSPFSRVVHLYRNGK.